Dataset: CYP1A2 inhibition data for predicting drug metabolism from PubChem BioAssay. Task: Regression/Classification. Given a drug SMILES string, predict its absorption, distribution, metabolism, or excretion properties. Task type varies by dataset: regression for continuous measurements (e.g., permeability, clearance, half-life) or binary classification for categorical outcomes (e.g., BBB penetration, CYP inhibition). Dataset: cyp1a2_veith. The compound is Clc1ccc2c(NC3CCC(N4CCCCC4)CC3)ccnc2c1. The result is 0 (non-inhibitor).